From a dataset of Forward reaction prediction with 1.9M reactions from USPTO patents (1976-2016). Predict the product of the given reaction. (1) Given the reactants Br[C:2]1[CH:7]=[CH:6][C:5]([C@@H:8]([C:21]2[S:22][CH:23]=[CH:24][CH:25]=2)[O:9][C@@H:10]([CH2:17][CH:18]([CH3:20])[CH3:19])[C:11]([NH:13][CH2:14][C:15]#[N:16])=[O:12])=[CH:4][CH:3]=1.[N:26]1([C:32]2[CH:37]=[CH:36][C:35](B(O)O)=[CH:34][CH:33]=2)[CH2:31][CH2:30][NH:29][CH2:28][CH2:27]1.C([O-])([O-])=O.[Na+].[Na+], predict the reaction product. The product is: [C:15]([CH2:14][NH:13][C:11](=[O:12])[C@@H:10]([O:9][C@@H:8]([C:5]1[CH:6]=[CH:7][C:2]([C:35]2[CH:34]=[CH:33][C:32]([N:26]3[CH2:27][CH2:28][NH:29][CH2:30][CH2:31]3)=[CH:37][CH:36]=2)=[CH:3][CH:4]=1)[C:21]1[S:22][CH:23]=[CH:24][CH:25]=1)[CH2:17][CH:18]([CH3:20])[CH3:19])#[N:16]. (2) Given the reactants [Br:1][C:2]1[CH:15]=[CH:14][C:13]2[O:12][C:11]3[C:6](=[N:7][C:8]([Cl:19])=[CH:9][C:10]=3[N+]([O-])=O)[C:5](=[O:20])[C:4]=2[CH:3]=1.[F-:21].C([N+](CCCC)(CCCC)CCCC)CCC, predict the reaction product. The product is: [Br:1][C:2]1[CH:15]=[CH:14][C:13]2[O:12][C:11]3[C:6](=[N:7][C:8]([Cl:19])=[CH:9][C:10]=3[F:21])[C:5](=[O:20])[C:4]=2[CH:3]=1. (3) Given the reactants Br[C:2]1[C:3]([S:17]([CH3:20])(=[O:19])=[O:18])=[N:4][C:5]([NH:8][C:9]2[CH:14]=[CH:13][C:12]([F:15])=[C:11]([Cl:16])[CH:10]=2)=[N:6][CH:7]=1.[N:21]1[CH:26]=[C:25](B(O)O)[CH:24]=[N:23][CH:22]=1.C(=O)([O-])[O-].[Na+].[Na+], predict the reaction product. The product is: [Cl:16][C:11]1[CH:10]=[C:9]([NH:8][C:5]2[N:4]=[C:3]([S:17]([CH3:20])(=[O:19])=[O:18])[C:2]([C:25]3[CH:26]=[N:21][CH:22]=[N:23][CH:24]=3)=[CH:7][N:6]=2)[CH:14]=[CH:13][C:12]=1[F:15]. (4) Given the reactants S(=O)(=O)(O)O.[CH3:6][C:7]1[O:11][N:10]=[C:9]([C:12]2[CH:13]=[C:14]([CH:18]=[CH:19][CH:20]=2)[C:15]([OH:17])=[O:16])[N:8]=1.O.[CH3:22]O, predict the reaction product. The product is: [CH3:6][C:7]1[O:11][N:10]=[C:9]([C:12]2[CH:13]=[C:14]([CH:18]=[CH:19][CH:20]=2)[C:15]([O:17][CH3:22])=[O:16])[N:8]=1. (5) The product is: [CH2:1]([S:3]([N:6]1[CH2:7][CH2:8][CH:9]([C:12]2[C:20]3[C:15](=[C:16]([C:29]([NH2:31])=[O:30])[CH:17]=[C:18]([C:21]4[CH:22]=[CH:23][C:24]([CH2:27][N:32]5[CH2:37][CH2:36][O:35][CH2:34][CH2:33]5)=[CH:25][CH:26]=4)[CH:19]=3)[NH:14][CH:13]=2)[CH2:10][CH2:11]1)(=[O:5])=[O:4])[CH3:2]. Given the reactants [CH2:1]([S:3]([N:6]1[CH2:11][CH2:10][CH:9]([C:12]2[C:20]3[C:15](=[C:16]([C:29]([NH2:31])=[O:30])[CH:17]=[C:18]([C:21]4[CH:26]=[CH:25][C:24]([CH:27]=O)=[CH:23][CH:22]=4)[CH:19]=3)[NH:14][CH:13]=2)[CH2:8][CH2:7]1)(=[O:5])=[O:4])[CH3:2].[NH:32]1[CH2:37][CH2:36][O:35][CH2:34][CH2:33]1.C(O[BH-](OC(=O)C)OC(=O)C)(=O)C.[Na+], predict the reaction product. (6) Given the reactants [OH:1][C@H:2]1[CH2:7][N:6]([C:8]([O:10][CH3:11])=[O:9])[C@H:5]([C:12]([N:14]2[CH2:19][CH2:18][N:17]([C:20]3[CH:25]=[CH:24][CH:23]=[CH:22][CH:21]=3)[CH2:16][CH2:15]2)=[O:13])[C@@H:4]([C:26](OC)=[O:27])[CH2:3]1.O[C@H:31]1[CH2:36]N[C@H:34]([C:37](O)=O)[C@@H:33](C(OC)=O)[CH2:32]1.C1(N2CCNCC2)C=CC=CC=1.[F:56][P-](F)(F)(F)(F)F.[N:63]1([O:72][P+](N(C)C)(N(C)C)N(C)C)C2C=CC=CC=2N=N1.CN(C)C=O.C(N(CC)C(C)C)(C)C.C(Cl)Cl.ClC(OC)=O, predict the reaction product. The product is: [F:56][C:37]1[CH:36]=[C:31]([CH:32]=[CH:33][CH:34]=1)[O:1][C@@H:2]1[CH2:7][N:6]([C:8]([O:10][CH3:11])=[O:9])[C@H:5]([C:12]([N:14]2[CH2:19][CH2:18][N:17]([C:20]3[CH:21]=[CH:22][CH:23]=[CH:24][CH:25]=3)[CH2:16][CH2:15]2)=[O:13])[C@@H:4]([C:26]([NH:63][OH:72])=[O:27])[CH2:3]1. (7) Given the reactants [Cl:1][C:2]1[CH:3]=[C:4]([CH2:8][C:9]([NH:11][C@H:12]([C:14]([OH:16])=[O:15])[CH3:13])=[O:10])[CH:5]=[CH:6][CH:7]=1.[CH3:17][C:18]1([CH2:21]O)[CH2:20][CH2:19]1, predict the reaction product. The product is: [CH3:17][C:18]1([CH2:21][O:15][C:14](=[O:16])[C@H:12]([CH3:13])[NH:11][C:9](=[O:10])[CH2:8][C:4]2[CH:5]=[CH:6][CH:7]=[C:2]([Cl:1])[CH:3]=2)[CH2:20][CH2:19]1. (8) Given the reactants Cl[C:2]1([C:13]2[CH:14]=[C:15]([CH:18]=[CH:19][C:20]=2[O:21][CH3:22])[CH:16]=[O:17])[C:10]2[C:5](=[CH:6][CH:7]=[C:8]([Cl:11])[CH:9]=2)[NH:4][C:3]1=[O:12].FC(F)(F)C(O)=O.[OH:30][C@H:31]1[CH2:35][NH:34][C@H:33]([C:36]([N:38]([CH3:40])[CH3:39])=[O:37])[CH2:32]1.ClC1C=C2C(=CC=1)N(S(C1C=CC(OC)=CC=1OC(F)(F)F)(=O)=O)C(=O)C2(N1C[C@H](OCC(O)CO)C[C@H]1C(N(C)C)=O)C1C=C(C)C=CC=1OC, predict the reaction product. The product is: [Cl:11][C:8]1[CH:9]=[C:10]2[C:5](=[CH:6][CH:7]=1)[NH:4][C:3](=[O:12])[C:2]2([N:34]1[CH2:35][C@H:31]([OH:30])[CH2:32][C@H:33]1[C:36]([N:38]([CH3:40])[CH3:39])=[O:37])[C:13]1[CH:14]=[C:15]([CH:16]=[O:17])[CH:18]=[CH:19][C:20]=1[O:21][CH3:22].